From a dataset of Full USPTO retrosynthesis dataset with 1.9M reactions from patents (1976-2016). Predict the reactants needed to synthesize the given product. (1) Given the product [CH3:28][S:25]([C:21]1[N:20]=[CH:19][C:18]([N:14]2[C:13]3[C:29]([CH3:30])=[C:9]([NH2:8])[CH:10]=[CH:11][C:12]=3[O:17][CH2:16][CH2:15]2)=[CH:23][C:22]=1[CH3:24])(=[O:26])=[O:27], predict the reactants needed to synthesize it. The reactants are: C([NH:8][C:9]1[CH:10]=[CH:11][C:12]2[O:17][CH2:16][CH2:15][N:14]([C:18]3[CH:19]=[N:20][C:21]([S:25]([CH3:28])(=[O:27])=[O:26])=[C:22]([CH3:24])[CH:23]=3)[C:13]=2[C:29]=1[CH3:30])C1C=CC=CC=1.C(O)(=O)C. (2) Given the product [Cl:45][C:46]1[CH:51]=[C:50]2[C:49](=[CH:48][CH:47]=1)[O:3][C:4]1([CH2:5][CH2:6][CH2:7]1)[CH2:9][CH:10]2[NH:12][C:31](=[O:33])[CH2:30][CH2:29][CH2:28][C:21]1[CH:22]=[CH:23][CH:24]=[C:25]([O:26][CH3:27])[C:20]=1[O:19][CH:14]1[CH2:15][CH2:16][CH2:17][CH2:18]1, predict the reactants needed to synthesize it. The reactants are: CC1(C)C[CH:10]([NH2:12])[C:9]2[C:4](=[CH:5][CH:6]=[CH:7]C=2)[O:3]1.[CH:14]1([O:19][C:20]2[C:25]([O:26][CH3:27])=[CH:24][CH:23]=[CH:22][C:21]=2[CH2:28][CH2:29][CH2:30][C:31]([OH:33])=O)[CH2:18][CH2:17][CH2:16][CH2:15]1.CCN=C=NCCCN(C)C.[ClH:45].[CH:46]1[CH:47]=[CH:48][C:49]2N(O)N=N[C:50]=2[CH:51]=1.C(N(CC)CC)C. (3) Given the product [Cl:14][C:15]1[CH:31]=[CH:30][C:29]([F:32])=[CH:28][C:16]=1[O:17][CH2:18][C:19]1[CH:24]=[CH:23][N:22]=[C:21]([C:25]([NH:11][C:10]2[CH:12]=[CH:13][C:7]([CH2:6][N:1]3[CH:5]=[CH:4][CH:3]=[N:2]3)=[CH:8][CH:9]=2)=[O:26])[CH:20]=1, predict the reactants needed to synthesize it. The reactants are: [N:1]1([CH2:6][C:7]2[CH:13]=[CH:12][C:10]([NH2:11])=[CH:9][CH:8]=2)[CH:5]=[CH:4][CH:3]=[N:2]1.[Cl:14][C:15]1[CH:31]=[CH:30][C:29]([F:32])=[CH:28][C:16]=1[O:17][CH2:18][C:19]1[CH:24]=[CH:23][N:22]=[C:21]([C:25](O)=[O:26])[CH:20]=1. (4) Given the product [Cl:12][C:13]1[CH:18]=[C:17]([C:2]2[CH:3]=[CH:4][C:5]([CH3:11])=[C:6]([C:7]([OH:9])=[O:8])[CH:10]=2)[CH:16]=[CH:15][CH:14]=1, predict the reactants needed to synthesize it. The reactants are: Br[C:2]1[CH:3]=[CH:4][C:5]([CH3:11])=[C:6]([CH:10]=1)[C:7]([OH:9])=[O:8].[Cl:12][C:13]1[CH:14]=[C:15](B(O)O)[CH:16]=[CH:17][CH:18]=1.C([O-])([O-])=O.[Na+].[Na+]. (5) Given the product [OH:1][C:2]([C:5]1[C:13]2[C:8](=[CH:9][C:10]([C:14]([OH:16])=[O:15])=[CH:11][CH:12]=2)[N:7]([C:18]2[CH:22]=[CH:21][S:20][CH:19]=2)[N:6]=1)([CH3:3])[CH3:4], predict the reactants needed to synthesize it. The reactants are: [OH:1][C:2]([C:5]1[C:13]2[C:8](=[CH:9][C:10]([C:14]([O:16]C)=[O:15])=[CH:11][CH:12]=2)[N:7]([C:18]2[CH:22]=[CH:21][S:20][CH:19]=2)[N:6]=1)([CH3:4])[CH3:3].CO.[OH-].[Na+]. (6) Given the product [CH3:26][O:25][CH:9]([O:23][CH3:24])[CH2:10]/[C:11](/[C:12]1[CH:13]=[CH:14][C:15]([C:16]([O:18][CH2:19][CH3:20])=[O:17])=[CH:21][CH:22]=1)=[CH:52]\[C:41]1[CH:42]=[C:43]2[C:38]([C:31]([CH3:32])([CH3:33])[CH2:36][CH:45]=[C:44]2[C:46]2[CH:47]=[CH:48][C:49]([CH3:51])=[CH:56][CH:55]=2)=[CH:39][CH:40]=1, predict the reactants needed to synthesize it. The reactants are: C(OP([C:9]([O:25][CH3:26])([O:23][CH3:24])[CH2:10][CH2:11][C:12]1[CH:22]=[CH:21][C:15]([C:16]([O:18][CH2:19][CH3:20])=[O:17])=[CH:14][CH:13]=1)(OCC)=O)C.C([N-][CH:31]([CH3:33])[CH3:32])(C)C.[Li+].C[C:36]1(C)[CH:45]=[C:44]([C:46]2S[C:49]([CH3:51])=[CH:48][CH:47]=2)[C:43]2[C:38](=[CH:39][CH:40]=[C:41]([CH:52]=O)[CH:42]=2)S1.[CH2:55]1COC[CH2:56]1. (7) Given the product [N:1]([CH:4]([C:6]1[N:7]=[C:8]2[S:16][CH:15]=[C:14]([CH3:17])[N:9]2[C:10](=[O:13])[C:11]=1[C:21]1[CH:22]=[C:23]([F:25])[CH:24]=[C:19]([Cl:18])[CH:20]=1)[CH3:5])=[N+:2]=[N-:3], predict the reactants needed to synthesize it. The reactants are: [N:1]([CH:4]([C:6]1[N:7]=[C:8]2[S:16][CH:15]=[C:14]([CH3:17])[N:9]2[C:10](=[O:13])[C:11]=1Br)[CH3:5])=[N+:2]=[N-:3].[Cl:18][C:19]1[CH:20]=[C:21](B(O)O)[CH:22]=[C:23]([F:25])[CH:24]=1.C(=O)([O-])[O-].[Na+].[Na+].O.